Dataset: Full USPTO retrosynthesis dataset with 1.9M reactions from patents (1976-2016). Task: Predict the reactants needed to synthesize the given product. (1) Given the product [C:1]1([C:7]2[C:12]([NH:13][C:21]3[C:30]4[C:25](=[CH:26][C:27]([F:32])=[CH:28][C:29]=4[F:31])[N:24]=[C:23]([C:33]4[CH:38]=[CH:37][CH:36]=[CH:35][N:34]=4)[C:22]=3[CH3:39])=[CH:11][C:10]([C:14]3[CH2:19][CH2:18][CH2:17][CH2:16][CH:15]=3)=[CH:9][N:8]=2)[CH2:6][CH2:5][CH2:4][CH2:3][CH:2]=1, predict the reactants needed to synthesize it. The reactants are: [C:1]1([C:7]2[C:12]([NH2:13])=[CH:11][C:10]([C:14]3[CH2:19][CH2:18][CH2:17][CH2:16][CH:15]=3)=[CH:9][N:8]=2)[CH2:6][CH2:5][CH2:4][CH2:3][CH:2]=1.Br[C:21]1[C:30]2[C:25](=[CH:26][C:27]([F:32])=[CH:28][C:29]=2[F:31])[N:24]=[C:23]([C:33]2[CH:38]=[CH:37][CH:36]=[CH:35][N:34]=2)[C:22]=1[CH3:39].C1(P(C2CCCCC2)C2(C(C)C)CC(C(C)C)=CC(C(C)C)=C2C2C=CC=CC=2)CCCCC1.CC(C)([O-])C.[Na+]. (2) Given the product [NH2:1][C:2]1[CH:3]=[CH:4][C:5]([C:6]([NH:15][CH2:14][CH2:13][N:12]([CH3:16])[CH3:11])=[O:8])=[CH:9][CH:10]=1, predict the reactants needed to synthesize it. The reactants are: [NH2:1][C:2]1[CH:10]=[CH:9][C:5]([C:6]([OH:8])=O)=[CH:4][CH:3]=1.[CH3:11][N:12]([CH3:16])[CH2:13][CH2:14][NH2:15].CCN=C=NCCCN(C)C.C1C=CC2N(O)N=NC=2C=1. (3) Given the product [CH2:31]([NH:33][C:19]1[N:18]=[CH:17][N:16]=[C:15]([C:14]2[C:9]([NH:8][C:7]3[C:6]([F:23])=[CH:5][N:4]=[C:3]([NH:24][S:25]([CH2:28][CH2:29][CH3:30])(=[O:27])=[O:26])[C:2]=3[F:1])=[N:10][CH:11]=[CH:12][N:13]=2)[CH:20]=1)[CH3:32], predict the reactants needed to synthesize it. The reactants are: [F:1][C:2]1[C:3]([NH:24][S:25]([CH2:28][CH2:29][CH3:30])(=[O:27])=[O:26])=[N:4][CH:5]=[C:6]([F:23])[C:7]=1[NH:8][C:9]1[C:14]([C:15]2[CH:20]=[C:19](SC)[N:18]=[CH:17][N:16]=2)=[N:13][CH:12]=[CH:11][N:10]=1.[CH2:31]([NH2:33])[CH3:32]. (4) Given the product [Br:1][C:2]1[CH:3]=[N:4][C:5]2[C:10]([CH:11]=1)=[CH:9][C:8]([O:12][CH3:13])=[CH:7][C:6]=2[F:31], predict the reactants needed to synthesize it. The reactants are: [Br:1][C:2]1[CH:3]=[N:4][C:5]2[C:10]([CH:11]=1)=[CH:9][C:8]([O:12][CH3:13])=[CH:7][C:6]=2N.N([O-])=O.[Na+].C1CCCCC1.C(OCC)(=O)C.[F:31][B-](F)(F)F.[H+]. (5) Given the product [Br:1][C:2]1[C:3]([C:8]2[N:9]=[C:18]([C:17]3[CH:21]=[CH:22][C:14]([O:13][CH3:12])=[CH:15][C:16]=3[OH:23])[O:11][N:10]=2)=[N:4][CH:5]=[CH:6][CH:7]=1, predict the reactants needed to synthesize it. The reactants are: [Br:1][C:2]1[C:3]([C:8]([NH:10][OH:11])=[NH:9])=[N:4][CH:5]=[CH:6][CH:7]=1.[CH3:12][O:13][C:14]1[CH:15]=[C:16]([OH:23])[C:17](=[CH:21][CH:22]=1)[C:18](O)=O. (6) Given the product [F:1][CH:2]([F:5])[CH2:3][O:4][S:6]([CH3:9])(=[O:8])=[O:7], predict the reactants needed to synthesize it. The reactants are: [F:1][CH:2]([F:5])[CH2:3][OH:4].[S:6](Cl)([CH3:9])(=[O:8])=[O:7].C(N(CC)CC)C.